From a dataset of Forward reaction prediction with 1.9M reactions from USPTO patents (1976-2016). Predict the product of the given reaction. (1) Given the reactants C(O[BH-](OC(=O)C)OC(=O)C)(=O)C.[Na+].[CH:15](=O)[C:16]1[CH:21]=[CH:20][CH:19]=[CH:18][CH:17]=1.[C:23]([O:27][C:28](=[O:43])[CH2:29][N:30]1[C:34]2[CH:35]=[CH:36][C:37]([NH2:39])=[CH:38][C:33]=2[N:32]=[C:31]1[CH2:40][CH2:41][CH3:42])([CH3:26])([CH3:25])[CH3:24], predict the reaction product. The product is: [C:23]([O:27][C:28](=[O:43])[CH2:29][N:30]1[C:34]2[CH:35]=[CH:36][C:37]([NH:39][CH2:15][C:16]3[CH:21]=[CH:20][CH:19]=[CH:18][CH:17]=3)=[CH:38][C:33]=2[N:32]=[C:31]1[CH2:40][CH2:41][CH3:42])([CH3:26])([CH3:25])[CH3:24]. (2) Given the reactants [NH2:1][C:2]1[S:3][CH:4]=[CH:5][N:6]=1.[S-:7][C:8]#[N:9].[Na+].BrBr.[NH4+].[OH-], predict the reaction product. The product is: [S:7]([C:4]1[S:3][C:2]([NH2:1])=[N:6][CH:5]=1)[C:8]#[N:9].